Dataset: TCR-epitope binding with 47,182 pairs between 192 epitopes and 23,139 TCRs. Task: Binary Classification. Given a T-cell receptor sequence (or CDR3 region) and an epitope sequence, predict whether binding occurs between them. (1) The epitope is TLDSKTQSL. The TCR CDR3 sequence is CASSQGYNADTQYF. Result: 0 (the TCR does not bind to the epitope). (2) The epitope is PROT_97E67BCC. The TCR CDR3 sequence is CASSALASGGDTQYF. Result: 1 (the TCR binds to the epitope). (3) The epitope is YIFFASFYY. The TCR CDR3 sequence is CASSSGSGGASNEQFF. Result: 0 (the TCR does not bind to the epitope). (4) The epitope is RPRGEVRFL. The TCR CDR3 sequence is CASSLTSATGELFF. Result: 0 (the TCR does not bind to the epitope).